Dataset: CYP2D6 inhibition data for predicting drug metabolism from PubChem BioAssay. Task: Regression/Classification. Given a drug SMILES string, predict its absorption, distribution, metabolism, or excretion properties. Task type varies by dataset: regression for continuous measurements (e.g., permeability, clearance, half-life) or binary classification for categorical outcomes (e.g., BBB penetration, CYP inhibition). Dataset: cyp2d6_veith. (1) The molecule is CCOc1ccc(CC(=O)C2C(=O)CCCC2=O)cc1OCC. The result is 0 (non-inhibitor). (2) The molecule is c1ccc(CCSc2nccn2-c2ccccc2)cc1. The result is 1 (inhibitor).